This data is from Catalyst prediction with 721,799 reactions and 888 catalyst types from USPTO. The task is: Predict which catalyst facilitates the given reaction. (1) Reactant: C([O:8][C:9]1[CH:14]=[CH:13][C:12](/[CH:15]=[C:16](\[CH3:22])/[C:17]([O:19][CH2:20][CH3:21])=[O:18])=[CH:11][CH:10]=1)C1C=CC=CC=1.[H][H]. Product: [OH:8][C:9]1[CH:10]=[CH:11][C:12]([CH2:15][CH:16]([CH3:22])[C:17]([O:19][CH2:20][CH3:21])=[O:18])=[CH:13][CH:14]=1. The catalyst class is: 50. (2) Reactant: [C:1]([O:5][C:6]([NH:8][CH2:9][CH2:10][CH2:11][CH2:12][CH2:13][NH2:14])=[O:7])([CH3:4])([CH3:3])[CH3:2].C(N(CC)CC)C.[Cl:22][CH2:23][CH2:24][S:25](Cl)(=[O:27])=[O:26]. Product: [C:1]([O:5][C:6]([NH:8][CH2:9][CH2:10][CH2:11][CH2:12][CH2:13][NH:14][S:25]([CH2:24][CH2:23][Cl:22])(=[O:27])=[O:26])=[O:7])([CH3:4])([CH3:3])[CH3:2]. The catalyst class is: 4. (3) Product: [CH3:1][S:2]([C:5]1[CH:6]=[CH:7][C:8]([CH2:9][CH:10]2[CH2:15][CH:14]([C:16]([O:18][CH3:19])=[O:17])[CH2:13][CH2:12][N:11]2[C:31]([O:32][CH3:33])=[O:34])=[CH:20][CH:21]=1)(=[O:4])=[O:3]. Reactant: [CH3:1][S:2]([C:5]1[CH:21]=[CH:20][C:8]([CH2:9][CH:10]2[CH2:15][CH:14]([C:16]([O:18][CH3:19])=[O:17])[CH2:13][CH2:12][NH:11]2)=[CH:7][CH:6]=1)(=[O:4])=[O:3].CCN(C(C)C)C(C)C.[C:31](Cl)(=[O:34])[O:32][CH3:33]. The catalyst class is: 4. (4) Reactant: [CH3:1][C:2]1([CH3:23])[C:11]2[C:6](=[CH:7][CH:8]=[C:9]([C:12]([F:15])([F:14])[F:13])[CH:10]=2)[NH:5][CH:4]([C:16]2[CH:22]=[CH:21][CH:20]=[CH:19][C:17]=2[NH2:18])[CH2:3]1.N1C=CC=CC=1.[F:30][C:31]1[CH:32]=[C:33]([S:37](Cl)(=[O:39])=[O:38])[CH:34]=[CH:35][CH:36]=1. Product: [CH3:1][C:2]1([CH3:23])[C:11]2[C:6](=[CH:7][CH:8]=[C:9]([C:12]([F:13])([F:15])[F:14])[CH:10]=2)[NH:5][CH:4]([C:16]2[CH:22]=[CH:21][CH:20]=[CH:19][C:17]=2[NH:18][S:37]([C:33]2[CH:34]=[CH:35][CH:36]=[C:31]([F:30])[CH:32]=2)(=[O:39])=[O:38])[CH2:3]1. The catalyst class is: 46.